This data is from Catalyst prediction with 721,799 reactions and 888 catalyst types from USPTO. The task is: Predict which catalyst facilitates the given reaction. (1) Reactant: NC([CH2:5][CH2:6][CH2:7][C:8]1[CH:13]=[CH:12][C:11]([O:14][CH2:15][C@@H:16]2[CH2:20][O:19][C:18]([CH3:22])([CH3:21])[O:17]2)=[CH:10][CH:9]=1)C#N.CC(OI1(OC(C)=O)(OC(C)=O)OC(=O)C2C=CC=CC1=2)=[O:25].[OH-].[Na+]. Product: [CH3:21][C:18]1([CH3:22])[O:17][C@H:16]([CH2:15][O:14][C:11]2[CH:12]=[CH:13][C:8]([CH2:7][CH2:6][CH:5]=[O:25])=[CH:9][CH:10]=2)[CH2:20][O:19]1. The catalyst class is: 2. (2) Reactant: [C:1]([O:5][C:6](=[O:35])[NH:7][C:8]1([C:12]2[CH:17]=[CH:16][C:15]([C:18]3[C:27]([C:28]4[CH:33]=[CH:32][CH:31]=[CH:30][CH:29]=4)=[CH:26][C:25]4[C:24](=[O:34])[NH:23][CH2:22][CH2:21][C:20]=4[N:19]=3)=[CH:14][CH:13]=2)[CH2:11][CH2:10][CH2:9]1)([CH3:4])([CH3:3])[CH3:2].[H-].[Na+].Cl.Cl[CH2:40][CH2:41][N:42]([CH3:44])[CH3:43].C(=O)([O-])[O-].[K+].[K+].[NH4+].[Cl-]. Product: [C:1]([O:5][C:6](=[O:35])[NH:7][C:8]1([C:12]2[CH:13]=[CH:14][C:15]([C:18]3[C:27]([C:28]4[CH:29]=[CH:30][CH:31]=[CH:32][CH:33]=4)=[CH:26][C:25]4[C:24](=[O:34])[N:23]([CH2:40][CH2:41][N:42]([CH3:44])[CH3:43])[CH2:22][CH2:21][C:20]=4[N:19]=3)=[CH:16][CH:17]=2)[CH2:11][CH2:10][CH2:9]1)([CH3:4])([CH3:2])[CH3:3]. The catalyst class is: 3. (3) Reactant: [CH:1]1([N:5]2[CH2:11][CH2:10][C:9]3[CH:12]=[CH:13][C:14]([N:16]4[CH2:20][C@H:19]([CH2:21][OH:22])[O:18][C:17]4=[O:23])=[CH:15][C:8]=3[CH2:7][CH2:6]2)[CH2:4][CH2:3][CH2:2]1.C(N(CC)CC)C.[CH3:31][S:32](Cl)(=[O:34])=[O:33]. Product: [CH3:31][S:32]([O:22][CH2:21][C@@H:19]1[O:18][C:17](=[O:23])[N:16]([C:14]2[CH:13]=[CH:12][C:9]3[CH2:10][CH2:11][N:5]([CH:1]4[CH2:2][CH2:3][CH2:4]4)[CH2:6][CH2:7][C:8]=3[CH:15]=2)[CH2:20]1)(=[O:34])=[O:33]. The catalyst class is: 4. (4) Reactant: [CH:1]1([NH2:5])[CH2:4][CH2:3][CH2:2]1.[F:6][C:7]1[C:12]([C:13]2[CH:18]=[CH:17][CH:16]=[C:15]([CH2:19][OH:20])[CH:14]=2)=[CH:11][C:10]([CH:21]=O)=[CH:9][CH:8]=1.C(O[BH-](OC(=O)C)OC(=O)C)(=O)C.[Na+]. Product: [CH:1]1([NH:5][CH2:21][C:10]2[CH:9]=[CH:8][C:7]([F:6])=[C:12]([C:13]3[CH:18]=[CH:17][CH:16]=[C:15]([CH2:19][OH:20])[CH:14]=3)[CH:11]=2)[CH2:4][CH2:3][CH2:2]1. The catalyst class is: 22. (5) Product: [CH2:30]([O:29][C:16]1[CH:15]=[C:14]([S:13][C:10]2[CH:11]=[CH:12][C:7]([O:6][CH2:5][C:4]([OH:35])=[O:3])=[C:8]([CH3:34])[CH:9]=2)[CH:19]=[C:18]([C:20]#[C:21][CH2:22][N:23]2[CH2:28][CH2:27][O:26][CH2:25][CH2:24]2)[CH:17]=1)[CH:31]([CH3:33])[CH3:32]. Reactant: C([O:3][C:4](=[O:35])[CH2:5][O:6][C:7]1[CH:12]=[CH:11][C:10]([S:13][C:14]2[CH:19]=[C:18]([C:20]#[C:21][CH2:22][N:23]3[CH2:28][CH2:27][O:26][CH2:25][CH2:24]3)[CH:17]=[C:16]([O:29][CH2:30][CH:31]([CH3:33])[CH3:32])[CH:15]=2)=[CH:9][C:8]=1[CH3:34])C.[OH-].[Na+].Cl. The catalyst class is: 8.